This data is from Forward reaction prediction with 1.9M reactions from USPTO patents (1976-2016). The task is: Predict the product of the given reaction. (1) Given the reactants [CH:1]1([OH:4])[CH2:3][CH2:2]1.F[C:6]1[C:11]([I:12])=[CH:10][CH:9]=[CH:8][N:7]=1, predict the reaction product. The product is: [CH:1]1([O:4][C:6]2[C:11]([I:12])=[CH:10][CH:9]=[CH:8][N:7]=2)[CH2:3][CH2:2]1. (2) Given the reactants Cl[C:2]1[C:11]2[C:6](=[CH:7][CH:8]=[CH:9][CH:10]=2)[CH:5]=[C:4]([NH:12][C:13]2[CH:17]=[CH:16][NH:15][N:14]=2)[N:3]=1.[CH3:18][C:19]1[CH:20]=[C:21]([OH:25])[CH:22]=[CH:23][CH:24]=1, predict the reaction product. The product is: [NH:15]1[CH:16]=[CH:17][C:13]([NH:12][C:4]2[N:3]=[C:2]([O:25][C:21]3[CH:20]=[C:19]([CH3:18])[CH:24]=[CH:23][CH:22]=3)[C:11]3[C:6]([CH:5]=2)=[CH:7][CH:8]=[CH:9][CH:10]=3)=[N:14]1. (3) Given the reactants [NH2:1][C:2]1[CH:3]=[CH:4][C:5]2[S:10][CH2:9][C:8](=[O:11])[NH:7][C:6]=2[CH:12]=1.[CH2:13]([C@@H:15]1[O:17][CH2:16]1)[Cl:14], predict the reaction product. The product is: [Cl:14][CH2:13][C@H:15]([OH:17])[CH2:16][NH:1][C:2]1[CH:3]=[CH:4][C:5]2[S:10][CH2:9][C:8](=[O:11])[NH:7][C:6]=2[CH:12]=1.